From a dataset of Catalyst prediction with 721,799 reactions and 888 catalyst types from USPTO. Predict which catalyst facilitates the given reaction. (1) Reactant: Br[CH2:2][C:3]1[CH:4]=[CH:5][C:6]([F:12])=[C:7]([CH2:9][CH2:10][OH:11])[CH:8]=1.FC(F)(F)C(O)=O.[CH:20]([C:23]1[S:24][CH:25]=[C:26]([C:28]([N:30]2[CH2:35][C:34]3([CH2:40][CH2:39][NH:38][CH2:37][CH2:36]3)[O:33][CH2:32][CH2:31]2)=[O:29])[N:27]=1)([CH3:22])[CH3:21].C(=O)([O-])[O-].[K+].[K+]. Product: [F:12][C:6]1[CH:5]=[CH:4][C:3]([CH2:2][N:38]2[CH2:39][CH2:40][C:34]3([O:33][CH2:32][CH2:31][N:30]([C:28]([C:26]4[N:27]=[C:23]([CH:20]([CH3:21])[CH3:22])[S:24][CH:25]=4)=[O:29])[CH2:35]3)[CH2:36][CH2:37]2)=[CH:8][C:7]=1[CH2:9][CH2:10][OH:11]. The catalyst class is: 8. (2) Product: [C:1]([N:35]1[CH2:34][CH2:33][CH:32]([N:30]2[CH:31]=[C:27]([C:8]3[C:9]([O:25][CH3:26])=[C:10]([CH:12]([N:14]4[C:18]5=[N:19][CH:20]=[N:21][C:22]([NH2:23])=[C:17]5[C:16]([CH3:24])=[N:15]4)[CH3:13])[CH:11]=[C:6]([Cl:5])[C:7]=3[CH3:38])[CH:28]=[N:29]2)[CH2:37][CH2:36]1)(=[O:3])[CH3:2]. The catalyst class is: 2. Reactant: [C:1](Cl)(=[O:3])[CH3:2].[Cl:5][C:6]1[C:7]([CH3:38])=[C:8]([C:27]2[CH:28]=[N:29][N:30]([CH:32]3[CH2:37][CH2:36][NH:35][CH2:34][CH2:33]3)[CH:31]=2)[C:9]([O:25][CH3:26])=[C:10]([CH:12]([N:14]2[C:18]3=[N:19][CH:20]=[N:21][C:22]([NH2:23])=[C:17]3[C:16]([CH3:24])=[N:15]2)[CH3:13])[CH:11]=1.C(N(C(C)C)CC)(C)C.C(N(CC)C(C)C)(C)C.